Dataset: Forward reaction prediction with 1.9M reactions from USPTO patents (1976-2016). Task: Predict the product of the given reaction. (1) Given the reactants [S:1]1[CH:5]=[C:4](C(O)=O)[N:3]=[CH:2]1.C([N:11]([CH2:14]C)CC)C.C1C=CC([O:22]P(OC2C=CC=CC=2)(N=[N+]=[N-])=O)=CC=1.[C:35]([OH:39])([CH3:38])([CH3:37])[CH3:36], predict the reaction product. The product is: [C:35]([O:39][C:14](=[O:22])[NH:11][C:4]1[N:3]=[CH:2][S:1][CH:5]=1)([CH3:38])([CH3:37])[CH3:36]. (2) Given the reactants [Cl:1][C:2]1[CH:7]=[C:6]([Cl:8])[CH:5]=[CH:4][C:3]=1[CH2:9][CH:10]=O.Cl.[C:13]([NH:16][C:17]([CH2:38][CH2:39][CH2:40][NH2:41])([CH2:25][CH2:26][CH2:27][CH2:28][B:29]1[O:33][C:32]([CH3:35])([CH3:34])[C:31]([CH3:37])([CH3:36])[O:30]1)[C:18]([NH:20][C:21]([CH3:24])([CH3:23])[CH3:22])=[O:19])(=[O:15])[CH3:14].C(O[BH-](OC(=O)C)OC(=O)C)(=O)C.[Na+], predict the reaction product. The product is: [C:13]([NH:16][C:17]([CH2:38][CH2:39][CH2:40][NH:41][CH2:10][CH2:9][C:3]1[CH:4]=[CH:5][C:6]([Cl:8])=[CH:7][C:2]=1[Cl:1])([CH2:25][CH2:26][CH2:27][CH2:28][B:29]1[O:30][C:31]([CH3:37])([CH3:36])[C:32]([CH3:35])([CH3:34])[O:33]1)[C:18]([NH:20][C:21]([CH3:24])([CH3:23])[CH3:22])=[O:19])(=[O:15])[CH3:14]. (3) Given the reactants [CH3:1][C:2]1[CH:7]=[C:6]([N+:8]([O-])=O)[C:5]([CH3:11])=[CH:4][C:3]=1[C:12]1[NH:13][CH:14]=[CH:15][N:16]=1.[H-].[Na+].I[CH3:20], predict the reaction product. The product is: [CH3:11][C:5]1[CH:4]=[C:3]([C:12]2[N:13]([CH3:20])[CH:14]=[CH:15][N:16]=2)[C:2]([CH3:1])=[CH:7][C:6]=1[NH2:8]. (4) Given the reactants [O:1]1[C:5]2[CH:6]=[CH:7][C:8]([C:10]3([C:13](Cl)=[O:14])[CH2:12][CH2:11]3)=[CH:9][C:4]=2[O:3][CH2:2]1.[NH2:16][C:17]1[CH:18]=[CH:19][C:20]([C:23]#[N:24])=[N:21][CH:22]=1, predict the reaction product. The product is: [O:1]1[C:5]2[CH:6]=[CH:7][C:8]([C:10]3([C:13]([NH:16][C:17]4[CH:22]=[N:21][C:20]([C:23]#[N:24])=[CH:19][CH:18]=4)=[O:14])[CH2:12][CH2:11]3)=[CH:9][C:4]=2[O:3][CH2:2]1. (5) Given the reactants [CH3:1][O:2][C:3]1[CH:20]=[CH:19][C:6]([CH2:7][O:8][C:9]([C:14]2[S:15][CH:16]=[CH:17][N:18]=2)([CH2:12][OH:13])[CH2:10]O)=[CH:5][CH:4]=1.C([Li])CCC.C1(C)C=CC(S(Cl)(=O)=O)=CC=1, predict the reaction product. The product is: [CH3:1][O:2][C:3]1[CH:20]=[CH:19][C:6]([CH2:7][O:8][C:9]2([C:14]3[S:15][CH:16]=[CH:17][N:18]=3)[CH2:12][O:13][CH2:10]2)=[CH:5][CH:4]=1.